From a dataset of Catalyst prediction with 721,799 reactions and 888 catalyst types from USPTO. Predict which catalyst facilitates the given reaction. (1) Reactant: Cl[C:2]1[N:7]=[C:6]([C:8]([OH:10])=[O:9])[CH:5]=[CH:4][C:3]=1[Br:11].CC(C)([O-])C.[K+].[F:18][C:19]([F:26])([C:22]([F:25])([F:24])[F:23])[CH2:20][OH:21].Cl. Product: [Br:11][C:3]1[CH:4]=[CH:5][C:6]([C:8]([OH:10])=[O:9])=[N:7][C:2]=1[O:21][CH2:20][C:19]([F:26])([F:18])[C:22]([F:25])([F:24])[F:23]. The catalyst class is: 198. (2) Reactant: [CH3:1][O:2][C:3](=[O:17])[C:4]([CH:11]1[CH2:16][CH2:15][CH2:14][CH2:13][CH2:12]1)([C:6]1[O:7][CH:8]=[CH:9][CH:10]=1)[OH:5].[CH3:18][N:19]1[CH2:23]C[C@@H:21](O)[CH2:20]1. Product: [CH3:18][N:19]1[CH2:20][CH2:21][C@@H:1]([O:2][C:3](=[O:17])[C:4]([CH:11]2[CH2:16][CH2:15][CH2:14][CH2:13][CH2:12]2)([C:6]2[O:7][CH:8]=[CH:9][CH:10]=2)[OH:5])[CH2:23]1. The catalyst class is: 11.